From a dataset of Experimentally validated miRNA-target interactions with 360,000+ pairs, plus equal number of negative samples. Binary Classification. Given a miRNA mature sequence and a target amino acid sequence, predict their likelihood of interaction. (1) The miRNA is hsa-miR-892a with sequence CACUGUGUCCUUUCUGCGUAG. The protein sequence of the target gene is MAGHLASDFAFSPPPGGGGDGPWGAEPGWVDPLTWLSFQGPPGGPGIGPGVGPGSEVWGIPPCPPPYELCGGMAYCGPQVGVGLVPQGGLETSQPESEAGVGVESNSNGASPEPCTVPPGAVKLEKEKLEQNPEKSQDIKALQKELEQFAKLLKQKRITLGYTQADVGLILGVLFGKVFSQKTICRFEALQLSFKNMCKLRPLLQKWVEEADNNENLQEICKAETLMQARKRKRTSIENRVRGNLENLFLQCPKPTLQISHIAQQLGLEKDVVRVWFCNRRQKGKRSSSDYAQREDFEAA.... Result: 1 (interaction). (2) The miRNA is hsa-miR-488-3p with sequence UUGAAAGGCUAUUUCUUGGUC. The protein sequence of the target gene is MNQNTTEPVAATETLAEVPEHVLRGLPEEVRLFPSAVDKTRIGVWATKPILKGKKFGPFVGDKKKRSQVKNNVYMWEVYYPNLGWMCIDATDPEKGNWLRYVNWACSGEEQNLFPLEINRAIYYKTLKPIAPGEELLVWYNGEDNPEIAAAIEEERASARSKRSSPKSRKGKKKSQENKNKGNKIQDIQLKTSEPDFTSANMRDSAEGPKEDEEKPSASALEQPATLQEVASQEVPPELATPAPAWEPQPEPDERLEAAACEVNDLGEEEEEEEEEDEEEEEDDDDDELEDEGEEEASMP.... Result: 1 (interaction). (3) The miRNA is hsa-miR-128-2-5p with sequence GGGGGCCGAUACACUGUACGAGA. The protein sequence of the target gene is MAKHKRKGLEGTGKESKRQKITPAEETPRTSEAGPDKETASTLVQEASPELSPEERRVLERKLKKERKKEEKKRLREAGIAATQTAKVQTLPAKPSAATLALEYLQGWAQKQESWRFQKTRQTWLLLHMYDEDKVPDEHFPTLLDYLEGLRGSARELTVRKAEALMQKLDEAEPEDSGGSPGKVQRLRQVLQLLS. Result: 0 (no interaction). (4) The miRNA is mmu-miR-328-3p with sequence CUGGCCCUCUCUGCCCUUCCGU. The protein sequence of the target gene is MGDEDEDEGCAVELQITEANLTGHEEKVSVENFALLKVLGTGAYGKVFLVRKTGGHDAGKLYAMKVLRKAALVQRAKTQEHTRTERSVLELVRQAPFLVTLHYAFQTDAKLHLILDYVSGGEMFTHLYQRQYFKEAEVRVYGGEIVLALEHLHKLGIIYRDLKLENVLLDSEGHIVLTDFGLSKEFLTEEKERTFSFCGTIEYMAPEIIRSKAGHGKAVDWWSLGILLFELLTGASPFTLEGERNTQAEVSRRILKCSPPFPLRIGPVAQDLLQRLLCKDPKKRLGAGPQGAQEVKSHPF.... Result: 0 (no interaction). (5) The miRNA is hsa-miR-548ac with sequence CAAAAACCGGCAAUUACUUUUG. The protein sequence of the target gene is MDAQTWPVGFRCLLLLALVGSARSEGVQTCEEVRKLFQWRLLGAVRGLPDSPRAGPDLQVCISKKPTCCTRKMEERYQIAARQDMQQFLQTSSSTLKFLISRNAAAFQETLETLIKQAENYTSILFCSTYRNMALEAAASVQEFFTDVGLYLFGADVNPEEFVNRFFDSLFPLVYNHLINPGVTDSSLEYSECIRMARRDVSPFGNIPQRVMGQMGRSLLPSRTFLQALNLGIEVINTTDYLHFSKECSRALLKMQYCPHCQGLALTKPCMGYCLNVMRGCLAHMAELNPHWHAYIRSLE.... Result: 1 (interaction).